Task: Predict the product of the given reaction.. Dataset: Forward reaction prediction with 1.9M reactions from USPTO patents (1976-2016) (1) Given the reactants ClC1C=CC(F)=C(C2N=CN=C(O)C=2)C=1.[Br:16][C:17]1[CH:22]=[CH:21][C:20]([Cl:23])=[CH:19][C:18]=1[C:24]1[CH:29]=[C:28]([O:30]C)[N:27]=[CH:26][N:25]=1, predict the reaction product. The product is: [Br:16][C:17]1[CH:22]=[CH:21][C:20]([Cl:23])=[CH:19][C:18]=1[C:24]1[N:25]=[CH:26][N:27]=[C:28]([OH:30])[CH:29]=1. (2) The product is: [F:57][CH:8]([F:7])[C:9]([C:44]1[CH:45]=[CH:46][C:47]([C:50]2[CH:55]=[CH:54][C:53]([F:56])=[CH:52][N:51]=2)=[CH:48][CH:49]=1)([OH:43])[CH2:10][C:11]1[N:12]([C:24]([C:31]2[CH:36]=[CH:35][CH:34]=[CH:33][CH:32]=2)([C:37]2[CH:42]=[CH:41][CH:40]=[CH:39][CH:38]=2)[C:25]2[CH:26]=[CH:27][CH:28]=[CH:29][CH:30]=2)[CH:13]=[C:14]([CH2:16][C:17]([CH3:23])([CH3:22])[CH:18]=[O:21])[N:15]=1. Given the reactants I([O-])(=O)(=O)=O.[Na+].[F:7][CH:8]([F:57])[C:9]([C:44]1[CH:49]=[CH:48][C:47]([C:50]2[CH:55]=[CH:54][C:53]([F:56])=[CH:52][N:51]=2)=[CH:46][CH:45]=1)([OH:43])[CH2:10][C:11]1[N:12]([C:24]([C:37]2[CH:42]=[CH:41][CH:40]=[CH:39][CH:38]=2)([C:31]2[CH:36]=[CH:35][CH:34]=[CH:33][CH:32]=2)[C:25]2[CH:30]=[CH:29][CH:28]=[CH:27][CH:26]=2)[CH:13]=[C:14]([CH2:16][C:17]([CH3:23])([CH3:22])[CH:18]([OH:21])CO)[N:15]=1, predict the reaction product. (3) Given the reactants [CH3:1][N:2]1[CH2:6][CH2:5][CH2:4][C@H:3]1[CH2:7][OH:8].C[O:10][C:11](=O)[C:12]([OH:23])([C:18]1[S:19][CH:20]=[CH:21][CH:22]=1)[C:13]1[S:14][CH:15]=[CH:16][CH:17]=1.[Na], predict the reaction product. The product is: [CH3:1][N:2]1[CH2:6][CH2:5][CH2:4][C@H:3]1[CH2:7][O:8][C:11](=[O:10])[C:12]([OH:23])([C:13]1[S:14][CH:15]=[CH:16][CH:17]=1)[C:18]1[S:19][CH:20]=[CH:21][CH:22]=1. (4) Given the reactants Cl[C:2]1[C:11]2[C:6](=[CH:7][CH:8]=[C:9](OC(F)(F)F)[CH:10]=2)[N:5]=[C:4]([N:17]2[CH2:23][C:22]3[CH:24]=[CH:25][CH:26]=[CH:27][C:21]=3[S:20](=[O:29])(=[O:28])[CH2:19][CH2:18]2)[CH:3]=1.[O:30]=[C:31]1[NH:35][CH2:34][CH:33]([C:36]([NH2:38])=[O:37])[CH2:32]1.[C:39](=O)([O-])[O-].[K+].[K+].CN[C@@H]1CCCC[C@H]1NC, predict the reaction product. The product is: [O:29]=[S:20]1(=[O:28])[C:21]2[CH:27]=[CH:26][CH:25]=[CH:24][C:22]=2[CH2:23][N:17]([C:4]2[CH:3]=[C:2]([NH:38][C:36]([CH:33]3[CH2:32][C:31](=[O:30])[NH:35][CH2:34]3)=[O:37])[C:11]3[C:6](=[CH:7][CH:8]=[C:9]([CH3:39])[CH:10]=3)[N:5]=2)[CH2:18][CH2:19]1. (5) Given the reactants [CH3:1][O:2][C:3]1[CH:8]=[CH:7][C:6]([S:9]([N:12]2[CH2:17][CH2:16][N:15]([C:18](=[S:20])[NH2:19])[CH2:14][CH2:13]2)(=[O:11])=[O:10])=[CH:5][CH:4]=1.C([O-])(O)=O.[Na+].Cl[CH2:27][C:28](=O)[CH2:29][C:30]1[CH:35]=[CH:34][CH:33]=[CH:32][C:31]=1[O:36][CH3:37].N, predict the reaction product. The product is: [CH3:37][O:36][C:31]1[CH:32]=[CH:33][CH:34]=[CH:35][C:30]=1[CH2:29][C:28]1[N:19]=[C:18]([N:15]2[CH2:14][CH2:13][N:12]([S:9]([C:6]3[CH:5]=[CH:4][C:3]([O:2][CH3:1])=[CH:8][CH:7]=3)(=[O:10])=[O:11])[CH2:17][CH2:16]2)[S:20][CH:27]=1. (6) Given the reactants C1C=CC(P(C2C=CC=CC=2)C2C=CC=CC=2)=CC=1.[Cl:20][C:21]1[CH:22]=[CH:23][C:24]([OH:27])=[N:25][CH:26]=1.C1C=CC(COC(/N=N/C(OCC2C=CC=CC=2)=O)=O)=CC=1.[CH2:50]([N:57]1[CH2:61][C@H:60]([C:62]2[CH:67]=[CH:66][C:65]([F:68])=[C:64]([Cl:69])[CH:63]=2)[C@@H:59]([C@H:70](O)[CH3:71])[CH2:58]1)[C:51]1[CH:56]=[CH:55][CH:54]=[CH:53][CH:52]=1, predict the reaction product. The product is: [CH2:50]([N:57]1[CH2:61][C@H:60]([C:62]2[CH:67]=[CH:66][C:65]([F:68])=[C:64]([Cl:69])[CH:63]=2)[C@@H:59]([C@@H:70]([O:27][C:24]2[CH:23]=[CH:22][C:21]([Cl:20])=[CH:26][N:25]=2)[CH3:71])[CH2:58]1)[C:51]1[CH:52]=[CH:53][CH:54]=[CH:55][CH:56]=1.